From a dataset of Drug-target binding data from BindingDB using IC50 measurements. Regression. Given a target protein amino acid sequence and a drug SMILES string, predict the binding affinity score between them. We predict pIC50 (pIC50 = -log10(IC50 in M); higher means more potent). Dataset: bindingdb_ic50. (1) The compound is CC(C)(C)NCCCNS(=O)(=O)c1cccc(Br)c1. The target protein (O43189) has sequence MAQPPRLSRSGASSLWDPASPAPTSGPRPRLWEGQDVLARWTDGLLYLGTIKKVDSAREVCLVQFEDDSQFLVLWKDISPAALPGEELLCCVCRSETVVPGNRLVSCEKCRHAYHQDCHVPRAPAPGEGEGTSWVCRQCVFAIATKRGGALKKGPYARAMLGMKLSLPYGLKGLDWDAGHLSNRQQSYCYCGGPGEWNLKMLQCRSCLQWFHEACTQCLSKPLLYGDRFYEFECCVCRGGPEKVRRLQLRWVDVAHLVLYHLSVCCKKKYFDFDREILPFTSENWDSLLLGELSDTPKGERSSRLLSALNSHKDRFISGREIKKRKCLFGLHARMPPPVEPPTGDGALTSFPSGQGPGGGVSRPLGKRRRPEPEPLRRRQKGKVEELGPPSAVRNQPEPQEQRERAHLQRALQASVSPPSPSPNQSYQGSSGYNFRPTDARCLPSSPIRMFASFHPSASTAGTSGDSGPPDRSPLELHIGFPTDIPKSAPHSMTASSSSV.... The pIC50 is 4.0. (2) The small molecule is CCCc1c(Sc2ccc3ccccc3c2)[nH]c2nc(N)nc(N)c12. The target protein (Q07422) has sequence MQKPVCLVVAMTPKRGIGINNGLPWPHLTTDFKHFSRVTKTTPEEASRLNGWLPRKFAKTGDSGLPSPSVGKRFNAVVMGRKTWESMPRKFRPLVDRLNIVVSSSLKEEDIAAEKPQAEGQQRVRVCASLPAALSLLEEEYKDSVDQIFVVGGAGLYEAALSLGVASHLYITRVAREFPCDVFFPAFPGDDILSNKSTAAQAAAPAESVFVPFCPELGREKDNEATYRPIFISKTFSDNGVPYDFVVLEKRRKTDDAATAEPSNAMSSLTSTRETTPVHGLQAPSSAAAIAPVLAWMDEEDRKKREQKELIRAVPHVHFRGHEEFQYLDLIADIINNGRTMDDRTGVGVISKFGCTMRYSLDQAFPLLTTKRVFWKGVLEELLWFIRGDTNANHLSEKGVKIWDKNVTREFLDSRNLPHREVGDIGPGYGFQWRHFGAAYKDMHTDYTGQGVDQLKNVIQMLRTNPTDRRMLMTAWNPAALDEMALPPCHLLCQFYVNDQ.... The pIC50 is 6.8. (3) The drug is CCCCCCCCCCN[C@H]1[C@H](O)[C@@H](O)[C@H](O)[C@@H](O)[C@@H]1O. The target protein (P04062) has sequence MEFSSPSREECPKPLSRVSIMAGSLTGLLLLQAVSWASGARPCIPKSFGYSSVVCVCNATYCDSFDPPTFPALGTFSRYESTRSGRRMELSMGPIQANHTGTGLLLTLQPEQKFQKVKGFGGAMTDAAALNILALSPPAQNLLLKSYFSEEGIGYNIIRVPMASCDFSIRTYTYADTPDDFQLHNFSLPEEDTKLKIPLIHRALQLAQRPVSLLASPWTSPTWLKTNGAVNGKGSLKGQPGDIYHQTWARYFVKFLDAYAEHKLQFWAVTAENEPSAGLLSGYPFQCLGFTPEHQRDFIARDLGPTLANSTHHNVRLLMLDDQRLLLPHWAKVVLTDPEAAKYVHGIAVHWYLDFLAPAKATLGETHRLFPNTMLFASEACVGSKFWEQSVRLGSWDRGMQYSHSIITNLLYHVVGWTDWNLALNPEGGPNWVRNFVDSPIIVDITKDTFYKQPMFYHLGHFSKFIPEGSQRVGLVASQKNDLDAVALMHPDGSAVVVVL.... The pIC50 is 5.7. (4) The pIC50 is 4.1. The compound is CN1CC2=Cc3ccccc3OC23Oc2ccccc2C=C3C1. The target protein sequence is MAGRSGDSDEELIRTVRLIKLLYQSNPPPNPEGTRQARRNRRRRWRERQRQIHSISERILGTYLGRSAEPVPLQLPPLERLTLDCNEDCGTSGTQGVGSPQILVESPTVLESGTKE. (5) The drug is CC(C)NCc1ccc(C[C@@H]2NC(=O)[C@H](Cc3c[nH]c4ccccc34)NC(=O)[C@H](Cc3ccccc3)NC(=O)[C@@H]3CCC(=O)NCC[C@H](NC(=O)[C@H](Cc4ccccc4)NC(=O)[C@@H]([C@@H](C)O)NC2=O)C(=O)N[C@@H](CO)C(=O)N[C@H](C(=O)O)CSSC[C@@H](NC(=O)[C@@H](N)Cc2ccc(O)cc2)C(=O)N[C@H](CCCCN)C(=O)N3)cc1. The target protein (P30874) has sequence MDMADEPLNGSHTWLSIPFDLNGSVVSTNTSNQTEPYYDLTSNAVLTFIYFVVCIIGLCGNTLVIYVILRYAKMKTITNIYILNLAIADELFMLGLPFLAMQVALVHWPFGKAICRVVMTVDGINQFTSIFCLTVMSIDRYLAVVHPIKSAKWRRPRTAKMITMAVWGVSLLVILPIMIYAGLRSNQWGRSSCTINWPGESGAWYTGFIIYTFILGFLVPLTIICLCYLFIIIKVKSSGIRVGSSKRKKSEKKVTRMVSIVVAVFIFCWLPFYIFNVSSVSMAISPTPALKGMFDFVVVLTYANSCANPILYAFLSDNFKKSFQNVLCLVKVSGTDDGERSDSKQDKSRLNETTETQRTLLNGDLQTSI. The pIC50 is 6.0.